This data is from Reaction yield outcomes from USPTO patents with 853,638 reactions. The task is: Predict the reaction yield, written as a fraction of the theoretical maximum amount of product (1.0 means a 100% yield; for example, 0.34 means a 34% yield). (1) The reactants are [CH2:1]([N:8](C)[C:9]1[CH:10]=[CH:11][C:12]2[CH2:18][CH2:17][N:16]([C:19]([O:21][C:22]([CH3:25])([CH3:24])[CH3:23])=[O:20])[CH2:15][CH2:14][C:13]=2[N:26]=1)C1C=CC=CC=1. The product is [CH3:1][NH:8][C:9]1[CH:10]=[CH:11][C:12]2[CH2:18][CH2:17][N:16]([C:19]([O:21][C:22]([CH3:24])([CH3:23])[CH3:25])=[O:20])[CH2:15][CH2:14][C:13]=2[N:26]=1. The catalyst is CO.[OH-].[OH-].[Pd+2]. The yield is 0.470. (2) The reactants are [Cl:1][C:2]1[CH:7]=[CH:6][C:5]([C:8]([F:12])([F:11])[CH2:9][OH:10])=[CH:4][CH:3]=1.CCN(C(C)C)C(C)C.[O:22](S(C(F)(F)F)(=O)=O)[S:23]([C:26]([F:29])([F:28])[F:27])(=O)=[O:24]. The catalyst is CCOCC. The product is [F:27][C:26]([F:29])([F:28])[S:23]([O:10][CH2:9][C:8]([C:5]1[CH:4]=[CH:3][C:2]([Cl:1])=[CH:7][CH:6]=1)([F:11])[F:12])(=[O:24])=[O:22]. The yield is 0.510. (3) The reactants are [NH2:1][C:2]1[C:7]2[C:8]([C:11]3[CH:16]=[CH:15][C:14]([NH:17][C:18](=[O:24])[O:19][C:20]([CH3:23])([CH3:22])[CH3:21])=[CH:13][CH:12]=3)=[CH:9][S:10][C:6]=2[C:5](I)=[CH:4][N:3]=1.[N:26]1[CH:31]=[CH:30][C:29](B(O)O)=[CH:28][CH:27]=1.C([O-])([O-])=O.[Na+].[Na+]. The catalyst is C1COCC1.CO.O.C1C=CC(P(C2C=CC=CC=2)[C-]2C=CC=C2)=CC=1.C1C=CC(P(C2C=CC=CC=2)[C-]2C=CC=C2)=CC=1.Cl[Pd]Cl.[Fe+2]. The product is [NH2:1][C:2]1[C:7]2[C:8]([C:11]3[CH:16]=[CH:15][C:14]([NH:17][C:18](=[O:24])[O:19][C:20]([CH3:23])([CH3:22])[CH3:21])=[CH:13][CH:12]=3)=[CH:9][S:10][C:6]=2[C:5]([C:29]2[CH:30]=[CH:31][N:26]=[CH:27][CH:28]=2)=[CH:4][N:3]=1. The yield is 0.460. (4) The reactants are C([O:8][CH2:9][C:10]#[C:11][CH2:12][C@H:13]([O:23][CH2:24][O:25][CH2:26][CH2:27][O:28][CH3:29])[CH2:14][O:15][C:16]1[CH:21]=[CH:20][C:19]([F:22])=[CH:18][CH:17]=1)C1C=CC=CC=1. The catalyst is CO.[Pd]. The product is [F:22][C:19]1[CH:18]=[CH:17][C:16]([O:15][CH2:14][C@@H:13]([O:23][CH2:24][O:25][CH2:26][CH2:27][O:28][CH3:29])[CH2:12][CH2:11][CH2:10][CH2:9][OH:8])=[CH:21][CH:20]=1. The yield is 0.760. (5) The yield is 0.820. The catalyst is C(Cl)Cl.Cl[Ru](=C1N(C2C(C)=CC(C)=CC=2C)CCN1C1C(C)=CC(C)=CC=1C)(Cl)(=CC1C=CC=CC=1)[P](C1CCCCC1)(C1CCCCC1)C1CCCCC1. The product is [F:17][C:2]([F:1])([F:16])[CH:3]1[O:7][CH2:8][C:9]([C:10]([O:12][CH2:13][CH3:14])=[O:11])=[CH:15][CH2:4]1. The reactants are [F:1][C:2]([F:17])([F:16])[CH:3]([O:7][CH2:8][C:9](=[CH2:15])[C:10]([O:12][CH2:13][CH3:14])=[O:11])[CH2:4]C=C. (6) The reactants are [Cl:1][C:2]1[C:3]([CH3:9])=[CH:4][C:5]([NH2:8])=[N:6][CH:7]=1.[C:10](N1C=CC=CC1=O)(N1C=CC=CC1=O)=[S:11]. The catalyst is ClCCl. The product is [Cl:1][C:2]1[C:3]([CH3:9])=[CH:4][C:5]([N:8]=[C:10]=[S:11])=[N:6][CH:7]=1. The yield is 0.850. (7) The reactants are [Cl:1][CH2:2][C:3]([C:5]1[CH:10]=[C:9]([Cl:11])[C:8]([OH:12])=[CH:7][C:6]=1[F:13])=O.C([SiH](CC)CC)C. The catalyst is FC(F)(F)C(O)=O. The product is [Cl:11][C:9]1[CH:10]=[C:5]([CH2:3][CH2:2][Cl:1])[C:6]([F:13])=[CH:7][C:8]=1[OH:12]. The yield is 0.420. (8) The reactants are [CH3:1][O:2][C:3]1[CH:4]=[C:5]([CH2:9][C:10]([C:12]2[CH:13]=[N:14][CH:15]=[CH:16][CH:17]=2)=O)[CH:6]=[CH:7][CH:8]=1.[CH2:18]([O:20][C:21]1[CH:22]=[C:23]([CH:26]=[C:27]([N+:30]([O-:32])=[O:31])[C:28]=1[OH:29])[CH:24]=O)[CH3:19].[NH2:33][C:34]([NH2:36])=[O:35].Cl. The catalyst is C(O)C. The product is [CH2:18]([O:20][C:21]1[CH:22]=[C:23]([CH:24]2[C:9]([C:5]3[CH:6]=[CH:7][CH:8]=[C:3]([O:2][CH3:1])[CH:4]=3)=[C:10]([C:12]3[CH:13]=[N:14][CH:15]=[CH:16][CH:17]=3)[NH:36][C:34](=[O:35])[NH:33]2)[CH:26]=[C:27]([N+:30]([O-:32])=[O:31])[C:28]=1[OH:29])[CH3:19]. The yield is 0.246.